From a dataset of Full USPTO retrosynthesis dataset with 1.9M reactions from patents (1976-2016). Predict the reactants needed to synthesize the given product. (1) Given the product [C:1]([C:5]1[N:6]=[C:7]([NH:12][C:13]2[C:14]([O:19][C:20]3[CH:25]=[CH:24][CH:23]=[CH:22][C:21]=3[C:26]([CH3:29])([CH3:28])[CH3:27])=[N:15][CH:16]=[CH:17][CH:18]=2)[S:8][C:9]=1[CH2:10][N:34]([CH2:30][CH:31]([CH3:33])[CH3:32])[CH3:35])([CH3:4])([CH3:3])[CH3:2], predict the reactants needed to synthesize it. The reactants are: [C:1]([C:5]1[N:6]=[C:7]([NH:12][C:13]2[C:14]([O:19][C:20]3[CH:25]=[CH:24][CH:23]=[CH:22][C:21]=3[C:26]([CH3:29])([CH3:28])[CH3:27])=[N:15][CH:16]=[CH:17][CH:18]=2)[S:8][C:9]=1[CH2:10]O)([CH3:4])([CH3:3])[CH3:2].[CH2:30]([NH:34][CH3:35])[CH:31]([CH3:33])[CH3:32]. (2) Given the product [ClH:15].[N:1]1([CH2:7][C:8]2[CH:9]=[CH:10][C:11]([NH:14][C:28](=[O:29])[C:27]#[C:26][C:17]3[CH:18]=[CH:19][C:20]([C:22]([F:24])([F:23])[F:25])=[CH:21][C:16]=3[Cl:15])=[CH:12][CH:13]=2)[CH2:6][CH2:5][CH2:4][CH2:3][CH2:2]1, predict the reactants needed to synthesize it. The reactants are: [N:1]1([CH2:7][C:8]2[CH:13]=[CH:12][C:11]([NH2:14])=[CH:10][CH:9]=2)[CH2:6][CH2:5][CH2:4][CH2:3][CH2:2]1.[Cl:15][C:16]1[CH:21]=[C:20]([C:22]([F:25])([F:24])[F:23])[CH:19]=[CH:18][C:17]=1[C:26]#[C:27][C:28](O)=[O:29]. (3) The reactants are: [C:1]([O:5][C:6]([O:8][N:9]1[CH2:14][CH2:13][CH:12]([OH:15])[CH2:11][CH2:10]1)=[O:7])([CH3:4])([CH3:3])[CH3:2].[CH3:16][S:17](Cl)(=[O:19])=[O:18].CCOC(C)=O.O. Given the product [CH3:16][S:17]([O:15][CH:12]1[CH2:13][CH2:14][N:9]([O:8][C:6]([O:5][C:1]([CH3:4])([CH3:2])[CH3:3])=[O:7])[CH2:10][CH2:11]1)(=[O:19])=[O:18], predict the reactants needed to synthesize it.